This data is from HIV replication inhibition screening data with 41,000+ compounds from the AIDS Antiviral Screen. The task is: Binary Classification. Given a drug SMILES string, predict its activity (active/inactive) in a high-throughput screening assay against a specified biological target. (1) The drug is COC(=O)NN=C(C)C(CN(C)C)C(c1ccccc1)c1c(O)c2ccccc2oc1=O.Cl. The result is 0 (inactive). (2) The compound is O=S(=O)(Nc1nc2ccccc2nc1N1CCCCCC1)c1ccccc1. The result is 0 (inactive). (3) The drug is O=c1c(SCc2ccc(Cl)cc2)c(N2CCOCC2)cnn1-c1ccccc1. The result is 0 (inactive).